This data is from Catalyst prediction with 721,799 reactions and 888 catalyst types from USPTO. The task is: Predict which catalyst facilitates the given reaction. (1) The catalyst class is: 51. Product: [Cl:17][C:15]1[N:14]=[CH:13][N:12]=[C:11]([NH:9][C:5]2[CH:6]=[CH:7][CH:8]=[C:3]([NH:2][CH3:1])[N:4]=2)[CH:16]=1. Reactant: [CH3:1][NH:2][C:3]1[CH:8]=[CH:7][CH:6]=[C:5]([NH2:9])[N:4]=1.Cl[C:11]1[CH:16]=[C:15]([Cl:17])[N:14]=[CH:13][N:12]=1.CCN(C(C)C)C(C)C. (2) Reactant: Br[C:2]1[N:7]=[C:6]([N:8]2[CH2:13][CH2:12][N:11]([C:14]([O:16][C:17]([CH3:20])([CH3:19])[CH3:18])=[O:15])[CH2:10][CH2:9]2)[CH:5]=[CH:4][CH:3]=1.[C:21]1(B(O)O)[CH:26]=[CH:25][CH:24]=[CH:23][CH:22]=1.C(=O)([O-])[O-].[Na+].[Na+]. Product: [C:21]1([C:2]2[N:7]=[C:6]([N:8]3[CH2:13][CH2:12][N:11]([C:14]([O:16][C:17]([CH3:20])([CH3:19])[CH3:18])=[O:15])[CH2:10][CH2:9]3)[CH:5]=[CH:4][CH:3]=2)[CH:26]=[CH:25][CH:24]=[CH:23][CH:22]=1. The catalyst class is: 149. (3) Reactant: [F:1][C:2]([F:29])([F:28])[C:3]([C:6]1[CH:11]=[CH:10][C:9]([N:12]2[CH2:17][CH2:16][N:15]([S:18]([C:21]3[S:22][CH:23]=[CH:24][CH:25]=3)(=[O:20])=[O:19])[CH2:14][C@@H:13]2[CH2:26][OH:27])=[CH:8][CH:7]=1)([OH:5])[CH3:4].C(Cl)Cl.C(N(CC)CC)C.[CH3:40][S:41](Cl)(=[O:43])=[O:42]. Product: [CH3:40][S:41]([O:27][CH2:26][C@H:13]1[CH2:14][N:15]([S:18]([C:21]2[S:22][CH:23]=[CH:24][CH:25]=2)(=[O:19])=[O:20])[CH2:16][CH2:17][N:12]1[C:9]1[CH:10]=[CH:11][C:6]([C:3]([OH:5])([CH3:4])[C:2]([F:1])([F:28])[F:29])=[CH:7][CH:8]=1)(=[O:43])=[O:42]. The catalyst class is: 6. (4) Reactant: [N:1]([C:4]1[CH:9]=[CH:8][CH:7]=[C:6]([C:10]([F:13])([F:12])[F:11])[CH:5]=1)=[C:2]=[O:3].[CH3:14][C:15]1[CH:21]=[CH:20][C:18]([NH2:19])=[CH:17][C:16]=1[C:22]1[CH:23]=[C:24]2[C:28](=[CH:29][CH:30]=1)[NH:27][C:26]1[N:31]=[CH:32][N:33]=[CH:34][C:25]2=1.CCN(C(C)C)C(C)C. Product: [CH3:14][C:15]1[CH:21]=[CH:20][C:18]([NH:19][C:2]([NH:1][C:4]2[CH:9]=[CH:8][CH:7]=[C:6]([C:10]([F:11])([F:12])[F:13])[CH:5]=2)=[O:3])=[CH:17][C:16]=1[C:22]1[CH:23]=[C:24]2[C:28](=[CH:29][CH:30]=1)[NH:27][C:26]1[N:31]=[CH:32][N:33]=[CH:34][C:25]2=1. The catalyst class is: 36. (5) Reactant: Cl[C:2]([O:4][CH3:5])=[O:3].[NH2:6][CH2:7][C@H:8]1[O:12][C:11](=[O:13])[N:10]([C:14]2[CH:15]=[C:16]3[C:20](=[C:21]([F:23])[CH:22]=2)[N:19]([CH2:24][CH2:25][CH3:26])[C:18](=[O:27])[CH2:17]3)[CH2:9]1.C(N(C(C)C)CC)(C)C. Product: [CH3:5][O:4][C:2](=[O:3])[NH:6][CH2:7][C@@H:8]1[O:12][C:11](=[O:13])[N:10]([C:14]2[CH:15]=[C:16]3[C:20](=[C:21]([F:23])[CH:22]=2)[N:19]([CH2:24][CH2:25][CH3:26])[C:18](=[O:27])[CH2:17]3)[CH2:9]1. The catalyst class is: 4.